This data is from Reaction yield outcomes from USPTO patents with 853,638 reactions. The task is: Predict the reaction yield, written as a fraction of the theoretical maximum amount of product (1.0 means a 100% yield; for example, 0.34 means a 34% yield). (1) The reactants are [F:1][C:2]1[C:3]([CH2:29][CH2:30][C:31]2[S:32][CH:33]=[C:34]([CH:36]([CH3:38])[CH3:37])[N:35]=2)=[CH:4][C:5]2[N:6]([CH:28]=1)[C:7](=[O:27])[C:8](/[CH:18]=[CH:19]/[C:20]([O:22]C(C)(C)C)=[O:21])=[C:9]([N:11]1[CH2:16][CH2:15][CH2:14][CH:13]([OH:17])[CH2:12]1)[N:10]=2. The catalyst is Cl.O1CCOCC1. The product is [F:1][C:2]1[C:3]([CH2:29][CH2:30][C:31]2[S:32][CH:33]=[C:34]([CH:36]([CH3:38])[CH3:37])[N:35]=2)=[CH:4][C:5]2[N:6]([CH:28]=1)[C:7](=[O:27])[C:8](/[CH:18]=[CH:19]/[C:20]([OH:22])=[O:21])=[C:9]([N:11]1[CH2:16][CH2:15][CH2:14][CH:13]([OH:17])[CH2:12]1)[N:10]=2. The yield is 0.910. (2) The reactants are [F:1][C:2]1[CH:7]=[C:6]([N+:8]([O-:10])=[O:9])[CH:5]=[CH:4][C:3]=1[NH2:11].C(O[CH:15]=[C:16]([C:22]#[N:23])[C:17]([O:19][CH2:20][CH3:21])=[O:18])C.CN(C=O)C.C([O-])([O-])=O.[Cs+].[Cs+]. The catalyst is O. The product is [CH2:20]([O:19][C:17](=[O:18])[C:16]([C:22]#[N:23])=[CH:15][NH:11][C:3]1[CH:4]=[CH:5][C:6]([N+:8]([O-:10])=[O:9])=[CH:7][C:2]=1[F:1])[CH3:21]. The yield is 0.740. (3) The reactants are [N:1]1([C:10]2[C@:26]3([CH3:27])[CH:13]([CH:14]4[CH:23]([CH2:24][CH2:25]3)[C@:22]3([CH3:28])[C@@H:17]([CH2:18][C@H:19]([OH:29])[CH2:20][CH2:21]3)[CH2:16][CH2:15]4)[CH2:12][CH:11]=2)[C:5]2[CH:6]=[CH:7][CH:8]=[CH:9][C:4]=2[N:3]=[CH:2]1.C[N+]1([O-])CCOCC1. The catalyst is ClCCl.C(#N)C.[Ru]([O-])(=O)(=O)=O.C([N+](CCC)(CCC)CCC)CC. The product is [N:1]1([C:10]2[C@:26]3([CH3:27])[CH:13]([CH:14]4[CH:23]([CH2:24][CH2:25]3)[C@:22]3([CH3:28])[C@@H:17]([CH2:18][C:19](=[O:29])[CH2:20][CH2:21]3)[CH2:16][CH2:15]4)[CH2:12][CH:11]=2)[C:5]2[CH:6]=[CH:7][CH:8]=[CH:9][C:4]=2[N:3]=[CH:2]1. The yield is 0.700. (4) The reactants are [NH2:1][C@H:2]([CH2:10][OH:11])[CH2:3][C:4]1[CH:9]=[CH:8][CH:7]=[CH:6][CH:5]=1.[CH:12](=O)[C:13]1[CH:18]=[CH:17][CH:16]=[CH:15][CH:14]=1.[H][H]. The catalyst is C(O)C.[Pt]. The product is [CH2:12]([NH:1][C@H:2]([CH2:10][OH:11])[CH2:3][C:4]1[CH:5]=[CH:6][CH:7]=[CH:8][CH:9]=1)[C:13]1[CH:18]=[CH:17][CH:16]=[CH:15][CH:14]=1. The yield is 0.480. (5) The reactants are C(N(CC)CC)C.[CH:8]([C:10]1[C:18]2[C:13](=[CH:14][CH:15]=[CH:16][CH:17]=2)[N:12](C(OC(C)(C)C)=O)[CH:11]=1)=[O:9].[CH3:26][O:27][C:28]1[CH:29]=[C:30]([CH:40]=[CH:41][CH:42]=1)[N:31]=[CH:32][C:33]1[CH:38]=[CH:37][C:36]([CH3:39])=[CH:35][CH:34]=1. The catalyst is [Cl-].C([N+]1C(C)=C(CCO)SC=1)C1C=CC=CC=1.C(O)C. The product is [NH:12]1[C:13]2[C:18](=[CH:17][CH:16]=[CH:15][CH:14]=2)[C:10]([C:8](=[O:9])[CH:32]([NH:31][C:30]2[CH:40]=[CH:41][CH:42]=[C:28]([O:27][CH3:26])[CH:29]=2)[C:33]2[CH:38]=[CH:37][C:36]([CH3:39])=[CH:35][CH:34]=2)=[CH:11]1. The yield is 0.230.